The task is: Predict the reaction yield, written as a fraction of the theoretical maximum amount of product (1.0 means a 100% yield; for example, 0.34 means a 34% yield).. This data is from Reaction yield outcomes from USPTO patents with 853,638 reactions. (1) The reactants are [H-].[Al+3].[Li+].[H-].[H-].[H-].[C:7]([O:11][C:12](=[O:48])[CH2:13][CH:14]([NH:21][S:22]([C:25]1[CH:30]=[CH:29][C:28]([NH:31][C:32](=[O:34])[CH3:33])=[CH:27][C:26]=1[O:35][CH2:36][CH2:37][C:38]1[CH:47]=[CH:46][CH:45]=[C:44]2[C:39]=1[CH:40]=[CH:41][CH:42]=[N:43]2)(=[O:24])=[O:23])[C:15](N(OC)C)=[O:16])([CH3:10])([CH3:9])[CH3:8].[C@H](O)(C([O-])=O)[C@@H](O)C([O-])=O.[Na+].[K+]. The catalyst is CCOCC.C1COCC1. The product is [C:7]([O:11][C:12](=[O:48])[CH2:13][CH:14]([NH:21][S:22]([C:25]1[CH:30]=[CH:29][C:28]([NH:31][C:32](=[O:34])[CH3:33])=[CH:27][C:26]=1[O:35][CH2:36][CH2:37][C:38]1[CH:47]=[CH:46][CH:45]=[C:44]2[C:39]=1[CH:40]=[CH:41][CH:42]=[N:43]2)(=[O:24])=[O:23])[CH:15]=[O:16])([CH3:8])([CH3:9])[CH3:10]. The yield is 0.800. (2) The reactants are [CH3:1][C:2]1[CH:11]=[CH:10][C:9]2[C:4](=[C:5]([C:12]3([CH2:15][OH:16])[CH2:14][CH2:13]3)[CH:6]=[CH:7][CH:8]=2)[N:3]=1.C(N(CC)CC)C.[Si:24](OS(C(F)(F)F)(=O)=O)([C:27]([CH3:30])([CH3:29])[CH3:28])([CH3:26])[CH3:25].C(=O)(O)[O-].[Na+]. The catalyst is C(Cl)Cl. The product is [Si:24]([O:16][CH2:15][C:12]1([C:5]2[CH:6]=[CH:7][CH:8]=[C:9]3[C:4]=2[N:3]=[C:2]([CH3:1])[CH:11]=[CH:10]3)[CH2:14][CH2:13]1)([C:27]([CH3:30])([CH3:29])[CH3:28])([CH3:26])[CH3:25]. The yield is 0.925. (3) The reactants are [Cl-].[Al+3].[Cl-].[Cl-].[F:5][C:6]1[CH:7]=[CH:8][CH:9]=[C:10]2[C:14]=1[C:13](=[O:15])[CH2:12][CH2:11]2.[Br:16]Br.Cl. The catalyst is ClC(Cl)C. The product is [Br:16][C:9]1[CH:8]=[CH:7][C:6]([F:5])=[C:14]2[C:10]=1[CH2:11][CH2:12][C:13]2=[O:15]. The yield is 0.640.